Dataset: Full USPTO retrosynthesis dataset with 1.9M reactions from patents (1976-2016). Task: Predict the reactants needed to synthesize the given product. (1) The reactants are: [CH3:1][O:2][C:3]1[CH:4]=[C:5]([NH:9][C:10]2[NH:14][C:13]3[CH:15]=[CH:16][C:17]([CH2:19][OH:20])=[CH:18][C:12]=3[N:11]=2)[CH:6]=[CH:7][CH:8]=1.Cl[C:22]1[N:27]=[C:26](Cl)[N:25]=[C:24]([CH3:29])[N:23]=1.[NH3:30].CO. Given the product [NH2:30][C:26]1[N:25]=[C:24]([CH3:29])[N:23]=[C:22]([N:14]2[C:13]3[CH:15]=[CH:16][C:17]([CH2:19][OH:20])=[CH:18][C:12]=3[N:11]=[C:10]2[NH:9][C:5]2[CH:6]=[CH:7][CH:8]=[C:3]([O:2][CH3:1])[CH:4]=2)[N:27]=1, predict the reactants needed to synthesize it. (2) Given the product [C:1]1([C:7]2[CH:8]=[CH:9][CH:10]=[CH:11][CH:12]=2)[CH:6]=[CH:5][C:4]([C:32](=[O:33])[CH2:31][C:28]2[CH:29]=[CH:30][C:25]([O:24][CH3:23])=[CH:26][CH:27]=2)=[CH:3][CH:2]=1, predict the reactants needed to synthesize it. The reactants are: [C:1]1([C:7]2[CH:12]=[CH:11][CH:10]=[CH:9][CH:8]=2)[CH:6]=[CH:5][CH:4]=[CH:3][CH:2]=1.[Cl-].[Cl-].[Cl-].[Al+3].ClCC(Cl)(Cl)Cl.[CH3:23][O:24][C:25]1[CH:30]=[CH:29][C:28]([CH2:31][C:32](Cl)=[O:33])=[CH:27][CH:26]=1.Cl. (3) Given the product [CH3:10][C:9]([C:6]1[CH:7]=[CH:8][C:3]([C:2]([F:13])([F:12])[F:1])=[CH:4][CH:5]=1)([CH3:18])[C:27]#[N:25], predict the reactants needed to synthesize it. The reactants are: [F:1][C:2]([F:13])([F:12])[C:3]1[CH:8]=[CH:7][C:6]([CH2:9][C:10]#N)=[CH:5][CH:4]=1.[H-].[Na+].CI.[CH2:18](OC(=O)C)C.C[N:25]([CH:27]=O)C. (4) Given the product [C:13]1([C:2]2[CH:3]=[N:4][N:5]([CH:7]3[CH2:12][CH2:11][CH2:10][CH2:9][O:8]3)[CH:6]=2)[CH2:18][CH2:17][CH2:16][CH2:15][CH:14]=1, predict the reactants needed to synthesize it. The reactants are: I[C:2]1[CH:3]=[N:4][N:5]([CH:7]2[CH2:12][CH2:11][CH2:10][CH2:9][O:8]2)[CH:6]=1.[C:13]1(B2OC(C)(C)C(C)(C)O2)[CH2:18][CH2:17][CH2:16][CH2:15][CH:14]=1.C(=O)([O-])[O-].[K+].[K+].O. (5) Given the product [Cl:1][C:2]1[CH:3]=[C:4]2[N:18]([CH2:19][OH:20])[C:17]([O:27][C@H:28]3[C@H:32]4[O:33][CH2:34][C@@H:35]([OH:36])[C@H:31]4[O:30][CH2:29]3)=[CH:16][C:5]2=[N:6][C:7]=1[C:8]#[C:9][C:10]1[CH:11]=[CH:12][CH:13]=[CH:14][CH:15]=1, predict the reactants needed to synthesize it. The reactants are: [Cl:1][C:2]1[CH:3]=[C:4]2[N:18]([CH2:19][O:20]CC[Si](C)(C)C)[C:17]([O:27][C@H:28]3[C@H:32]4[O:33][CH2:34][C@@H:35]([OH:36])[C@H:31]4[O:30][CH2:29]3)=[CH:16][C:5]2=[N:6][C:7]=1[C:8]#[C:9][C:10]1[CH:15]=[CH:14][CH:13]=[CH:12][CH:11]=1.Cl. (6) Given the product [C:25]([NH:26][C@H:27]1[CH2:31][CH2:30][N:29]([C:9]2[CH:8]=[CH:7][C:3]([C:4]([NH2:6])=[O:5])=[C:2]([NH:19][C:15]3[CH:16]=[N:17][CH:18]=[C:13]([CH3:12])[CH:14]=3)[N:10]=2)[CH2:28]1)(=[O:32])[CH:33]=[CH2:34], predict the reactants needed to synthesize it. The reactants are: Cl[C:2]1[N:10]=[C:9](Cl)[CH:8]=[CH:7][C:3]=1[C:4]([NH2:6])=[O:5].[CH3:12][C:13]1[CH:14]=[C:15]([NH2:19])[CH:16]=[N:17][CH:18]=1.C(O[C:25](=[O:32])[NH:26][C@@H:27]1[CH2:31][CH2:30][NH:29][CH2:28]1)(C)(C)C.[C:33](O)(=O)[CH:34]=C. (7) Given the product [IH:2].[Cl:3][C:4]1[CH:13]=[CH:12][CH:11]=[C:10]2[C:5]=1[CH:6]([CH3:15])[NH:7][C:8]([S:14][CH3:1])=[N:9]2, predict the reactants needed to synthesize it. The reactants are: [CH3:1][I:2].[Cl:3][C:4]1[CH:13]=[CH:12][CH:11]=[C:10]2[C:5]=1[CH:6]([CH3:15])[NH:7][C:8](=[S:14])[NH:9]2. (8) Given the product [NH2:2][CH2:4][CH:5]1[CH2:6][CH:7]([C:9]2[N:13]3[CH:14]=[CH:15][N:16]=[C:17]([NH2:18])[C:12]3=[C:11]([C:19]3[CH:24]=[CH:23][C:22]([O:25][C:26]4[CH:31]=[CH:30][CH:29]=[CH:28][CH:27]=4)=[CH:21][CH:20]=3)[N:10]=2)[CH2:8]1, predict the reactants needed to synthesize it. The reactants are: C[N:2]([CH2:4][C@@H:5]1[CH2:8][C@H:7]([C:9]2[N:13]3[CH:14]=[CH:15][N:16]=[C:17]([NH2:18])[C:12]3=[C:11]([C:19]3[CH:24]=[CH:23][C:22]([O:25][C:26]4[CH:31]=[CH:30][CH:29]=[CH:28][CH:27]=4)=[CH:21][CH:20]=3)[N:10]=2)[CH2:6]1)C.N. (9) Given the product [C:10]([C:2]1[CH:3]=[CH:4][CH:5]=[CH:6][CH:7]=1)(=[O:17])[C:11]1[CH:16]=[CH:15][CH:14]=[CH:13][CH:12]=1, predict the reactants needed to synthesize it. The reactants are: [Mg].[C:2]1(OC)[CH:7]=[CH:6][CH:5]=[CH:4][CH:3]=1.[C:10](Cl)(=[O:17])[C:11]1[CH:16]=[CH:15][CH:14]=[CH:13][CH:12]=1.